From a dataset of Reaction yield outcomes from USPTO patents with 853,638 reactions. Predict the reaction yield, written as a fraction of the theoretical maximum amount of product (1.0 means a 100% yield; for example, 0.34 means a 34% yield). (1) The reactants are C(=O)(SC)O[O:3][CH:4]([O:8][C:9](=[O:13])[CH:10]([CH3:12])[CH3:11])[CH:5]([CH3:7])[CH3:6].[OH:17][N:18]1[C:22](=[O:23])[C@H:21]([O:24][C:25](=[O:32])[C:26]2[CH:31]=[CH:30][CH:29]=[CH:28][CH:27]=2)[C@@H:20]([O:33][C:34](=[O:41])[C:35]2[CH:40]=[CH:39][CH:38]=[CH:37][CH:36]=2)[C:19]1=[O:42].[C:43](OO)(=[O:45])C.C(O)(=O)C. The catalyst is ClCCCl. The product is [CH3:12][CH:10]([CH3:11])[C:9]([O:8][C@@H:4]([O:3][C:43]([O:17][N:18]1[C:22](=[O:23])[C@H:21]([O:24][C:25](=[O:32])[C:26]2[CH:27]=[CH:28][CH:29]=[CH:30][CH:31]=2)[C@@H:20]([O:33][C:34](=[O:41])[C:35]2[CH:40]=[CH:39][CH:38]=[CH:37][CH:36]=2)[C:19]1=[O:42])=[O:45])[CH:5]([CH3:6])[CH3:7])=[O:13]. The yield is 0.250. (2) The reactants are [C:1]([O:5][C:6]([N:8]1[C@@H:12]([CH2:13][C@@H:14]([O:19][C:20]2[CH:25]=[CH:24][C:23]([N+:26]([O-])=O)=[CH:22][CH:21]=2)[C:15]([F:18])([F:17])[F:16])[CH2:11][O:10][C:9]1([CH3:30])[CH3:29])=[O:7])([CH3:4])([CH3:3])[CH3:2]. The catalyst is CO.[Pd]. The product is [C:1]([O:5][C:6]([N:8]1[C@@H:12]([CH2:13][C@@H:14]([O:19][C:20]2[CH:25]=[CH:24][C:23]([NH2:26])=[CH:22][CH:21]=2)[C:15]([F:18])([F:16])[F:17])[CH2:11][O:10][C:9]1([CH3:30])[CH3:29])=[O:7])([CH3:4])([CH3:2])[CH3:3]. The yield is 0.730. (3) The yield is 0.980. The catalyst is CN(C=O)C. The product is [Si:23]([O:1][CH2:2][C:3]([C:5]1[CH:6]=[CH:7][C:8]([N+:11]([O-:13])=[O:12])=[CH:9][CH:10]=1)=[O:4])([C:19]([CH3:22])([CH3:21])[CH3:20])([CH3:25])[CH3:24]. The reactants are [OH:1][CH2:2][C:3]([C:5]1[CH:10]=[CH:9][C:8]([N+:11]([O-:13])=[O:12])=[CH:7][CH:6]=1)=[O:4].N1C=CN=C1.[C:19]([Si:23](Cl)([CH3:25])[CH3:24])([CH3:22])([CH3:21])[CH3:20].O. (4) The reactants are [Cl:1][C:2]1[C:7]([NH2:8])=[C:6](Cl)[N:5]=[CH:4][N:3]=1.[NH3:10]. No catalyst specified. The product is [NH2:8][C:7]1[C:2]([Cl:1])=[N:3][CH:4]=[N:5][C:6]=1[NH2:10]. The yield is 0.970. (5) The reactants are [CH3:1][O:2][C:3]([C:5]1[CH:6]=[C:7]2[CH:13]=[CH:12][NH:11][C:8]2=[N:9][CH:10]=1)=[O:4].[F:14][C:15]1[C:20](C=O)=[C:19]([F:23])[CH:18]=[CH:17][C:16]=1[NH:24][S:25]([CH2:28][CH2:29][CH3:30])(=[O:27])=[O:26].[OH-:31].[K+].O.[CH3:34]O. No catalyst specified. The product is [CH3:1][O:2][C:3]([C:5]1[CH:6]=[C:7]2[C:13]([C:20]3[C:19]([F:23])=[CH:18][CH:17]=[C:16]([NH:24][S:25]([CH2:28][CH2:29][CH3:30])(=[O:26])=[O:27])[C:15]=3[F:14])=[C:12]([OH:31])[N:11]([CH3:34])[C:8]2=[N:9][CH:10]=1)=[O:4]. The yield is 0.280.